From a dataset of NCI-60 drug combinations with 297,098 pairs across 59 cell lines. Regression. Given two drug SMILES strings and cell line genomic features, predict the synergy score measuring deviation from expected non-interaction effect. Synergy scores: CSS=-0.664, Synergy_ZIP=0.129, Synergy_Bliss=1.92, Synergy_Loewe=-9.97, Synergy_HSA=-4.23. Drug 1: CN1C(=O)N2C=NC(=C2N=N1)C(=O)N. Drug 2: C1=CC=C(C=C1)NC(=O)CCCCCCC(=O)NO. Cell line: RXF 393.